From a dataset of Reaction yield outcomes from USPTO patents with 853,638 reactions. Predict the reaction yield, written as a fraction of the theoretical maximum amount of product (1.0 means a 100% yield; for example, 0.34 means a 34% yield). The reactants are Br[C:2]1[CH:3]=[C:4]2[C:10]([C:11]3[CH:16]=[CH:15][CH:14]=[CH:13][C:12]=3[O:17][CH3:18])=[CH:9][N:8]([CH2:19][O:20][CH2:21][CH2:22][Si:23]([CH3:26])([CH3:25])[CH3:24])[C:5]2=[N:6][CH:7]=1.[B:27]1([B:27]2[O:31][C:30]([CH3:33])([CH3:32])[C:29]([CH3:35])([CH3:34])[O:28]2)[O:31][C:30]([CH3:33])([CH3:32])[C:29]([CH3:35])([CH3:34])[O:28]1.C([O-])(=O)C.[Na+]. The catalyst is CN(C=O)C.C1C=CC([PH+]([C]2[CH][CH][CH][CH]2)C2C=CC=CC=2)=CC=1.C1C=CC([PH+]([C]2[CH][CH][CH][CH]2)C2C=CC=CC=2)=CC=1.C(Cl)Cl.Cl[Pd]Cl.[Fe]. The product is [CH3:18][O:17][C:12]1[CH:13]=[CH:14][CH:15]=[CH:16][C:11]=1[C:10]1[C:4]2[C:5](=[N:6][CH:7]=[C:2]([B:27]3[O:31][C:30]([CH3:33])([CH3:32])[C:29]([CH3:35])([CH3:34])[O:28]3)[CH:3]=2)[N:8]([CH2:19][O:20][CH2:21][CH2:22][Si:23]([CH3:26])([CH3:25])[CH3:24])[CH:9]=1. The yield is 0.630.